This data is from Full USPTO retrosynthesis dataset with 1.9M reactions from patents (1976-2016). The task is: Predict the reactants needed to synthesize the given product. Given the product [F:33][C:34]1[CH:35]=[C:36]([NH:42][C:43](=[O:68])[NH:44][C:45]2[CH:50]=[CH:49][C:48]([C:51]3[S:55][C:54]([CH:56]4[CH2:57][CH2:58][CH:59]([CH2:62][C:63]([OH:65])=[O:64])[CH2:60][CH2:61]4)=[N:53][CH:52]=3)=[CH:47][CH:46]=2)[CH:37]=[C:38]([F:41])[C:39]=1[F:40], predict the reactants needed to synthesize it. The reactants are: ClC1C=CC=CC=1NC(=O)NC1C=CC(C2SC(C3CCC(CC(O)=O)CC3)=NC=2)=CC=1.[F:33][C:34]1[CH:35]=[C:36]([NH:42][C:43](=[O:68])[NH:44][C:45]2[CH:50]=[CH:49][C:48]([C:51]3[S:55][C:54]([CH:56]4[CH2:61][CH2:60][CH:59]([CH2:62][C:63]([O:65]CC)=[O:64])[CH2:58][CH2:57]4)=[N:53][CH:52]=3)=[CH:47][CH:46]=2)[CH:37]=[C:38]([F:41])[C:39]=1[F:40].